From a dataset of Full USPTO retrosynthesis dataset with 1.9M reactions from patents (1976-2016). Predict the reactants needed to synthesize the given product. (1) Given the product [C:1]([CH2:4][CH2:5][NH:6][C:7]1[CH:12]=[CH:11][C:10]([C:13](=[O:38])[CH2:14][O:15][C:16]2[CH:27]=[CH:26][C:19]([C:20]([OH:22])=[O:21])=[C:18]([OH:28])[CH:17]=2)=[CH:9][C:8]=1[C:31]([CH3:34])([CH3:33])[CH3:32])(=[O:3])[CH3:2], predict the reactants needed to synthesize it. The reactants are: [C:1]([CH2:4][CH2:5][NH:6][C:7]1[CH:12]=[CH:11][C:10]([C:13](=NO)[CH2:14][O:15][C:16]2[CH:27]=[CH:26][C:19]([C:20]([O:22]CC=C)=[O:21])=[C:18]([OH:28])[CH:17]=2)=[CH:9][C:8]=1[C:31]([CH3:34])([CH3:33])[CH3:32])(=[O:3])[CH3:2].N1CC[O:38]CC1. (2) Given the product [Cl:1][C:2]1[C:3]([F:31])=[C:4]([CH:8]2[CH:9]([C:28]([N:76]3[CH2:77][CH2:78][N:73]([CH2:72][C:71]([N:65]4[CH2:66][CH2:67][O:68][CH2:69][CH2:70]4)=[O:79])[CH2:74][CH2:75]3)=[O:30])[NH:10][CH:11]([CH2:23][C:24]([CH3:26])([CH3:25])[CH3:27])[C:12]2([C:15]2[CH:20]=[CH:19][C:18]([Cl:21])=[CH:17][C:16]=2[F:22])[C:13]#[N:14])[CH:5]=[CH:6][CH:7]=1, predict the reactants needed to synthesize it. The reactants are: [Cl:1][C:2]1[C:3]([F:31])=[C:4]([CH:8]2[C:12]([C:15]3[CH:20]=[CH:19][C:18]([Cl:21])=[CH:17][C:16]=3[F:22])([C:13]#[N:14])[CH:11]([CH2:23][C:24]([CH3:27])([CH3:26])[CH3:25])[NH:10][CH:9]2[C:28]([OH:30])=O)[CH:5]=[CH:6][CH:7]=1.CN(C(ON1N=NC2C=CC=NC1=2)=[N+](C)C)C.F[P-](F)(F)(F)(F)F.CCN(C(C)C)C(C)C.[N:65]1([C:71](=[O:79])[CH2:72][N:73]2[CH2:78][CH2:77][NH:76][CH2:75][CH2:74]2)[CH2:70][CH2:69][O:68][CH2:67][CH2:66]1. (3) The reactants are: CC1C=C(C)C=C(C)N=1.ON1C2C=CC=CC=2N=N1.[O:20]1[CH2:24][CH2:23][CH2:22][CH:21]1[O:25][CH2:26][C:27]([O:29][CH2:30][CH3:31])=[O:28].[O:32]([C:43]1[CH:48]=[C:47]([CH2:49][O:50][CH:51]2[CH2:55][CH2:54][CH2:53][O:52]2)[CH:46]=[CH:45][C:44]=1[CH2:56][C:57]1[CH:62]=[CH:61][C:60]([CH2:63][CH3:64])=[CH:59][CH:58]=1)[C@@H:33]1[O:40][C@H](CO)[CH2:38][C@H:36]([OH:37])[C@H:34]1[OH:35].Cl.C(N=C=NCCCN(C)C)C. Given the product [O:20]1[CH2:24][CH2:23][CH2:22][CH:21]1[O:25][CH2:26][C:27]([O:29][CH2:30][C@H:31]1[O:40][C@@H:33]([O:32][C:43]2[CH:48]=[C:47]([CH2:49][O:50][CH:51]3[CH2:55][CH2:54][CH2:53][O:52]3)[CH:46]=[CH:45][C:44]=2[CH2:56][C:57]2[CH:58]=[CH:59][C:60]([CH2:63][CH3:64])=[CH:61][CH:62]=2)[C@H:34]([OH:35])[C@@H:36]([OH:37])[CH2:38]1)=[O:28], predict the reactants needed to synthesize it. (4) Given the product [Br:1][C:2]1[CH:10]=[C:9]([F:11])[CH:8]=[CH:7][C:3]=1[C:4]([O:6][CH2:16][CH3:17])=[O:5], predict the reactants needed to synthesize it. The reactants are: [Br:1][C:2]1[CH:10]=[C:9]([F:11])[CH:8]=[CH:7][C:3]=1[C:4]([OH:6])=[O:5].S(Cl)(Cl)=O.[CH2:16](O)[CH3:17]. (5) Given the product [ClH:49].[ClH:49].[NH:7]1[CH:8]=[CH:9][N:10]=[C:6]1[CH:4]([OH:5])[CH2:3][NH:2][CH3:1], predict the reactants needed to synthesize it. The reactants are: [CH3:1][N:2](C(C1C=CC=CC=1)(C1C=CC=CC=1)C1C=CC=CC=1)[CH2:3][CH:4]([C:6]1[N:7](C(C2C=CC=CC=2)(C2C=CC=CC=2)C2C=CC=CC=2)[CH:8]=[CH:9][N:10]=1)[OH:5].[ClH:49]. (6) Given the product [CH2:13]([N:8]([CH2:9][CH:10]([CH3:12])[CH3:11])[C:7]1[CH:6]=[CH:5][C:4]([C:17]2[C:18]([C:24]([O:26][CH3:27])=[O:25])=[C:19]([CH3:23])[CH:20]=[CH:21][CH:22]=2)=[CH:3][C:2]=1[NH:1][C:42]([NH:41][C:37]1[O:40][N:38]=[C:35]([CH3:34])[CH:36]=1)=[O:46])[CH:14]([CH3:15])[CH3:16], predict the reactants needed to synthesize it. The reactants are: [NH2:1][C:2]1[CH:3]=[C:4]([C:17]2[C:18]([C:24]([O:26][CH3:27])=[O:25])=[C:19]([CH3:23])[CH:20]=[CH:21][CH:22]=2)[CH:5]=[CH:6][C:7]=1[N:8]([CH2:13][CH:14]([CH3:16])[CH3:15])[CH2:9][CH:10]([CH3:12])[CH3:11].ClC(OC1[CH:37]=[CH:36][C:35]([N+:38]([O-:40])=O)=[CH:34]C=1)=O.[NH2:41][C:42]1[O:46]N=C(C)C=1.C(N(CC)CC)C. (7) Given the product [N:1]([C:2]1[CH:9]=[CH:8][CH:7]=[CH:6][C:3]=1[CH2:4][OH:5])=[N+:14]=[N-:15], predict the reactants needed to synthesize it. The reactants are: [NH2:1][C:2]1[CH:9]=[CH:8][CH:7]=[CH:6][C:3]=1[CH2:4][OH:5].N([O-])=O.[Na+].[N-:14]=[N+:15]=[N-].[Na+]. (8) Given the product [Cl:1][C:2]1[CH:7]=[CH:6][C:5]([C:12]2[C:18]3[CH:19]=[C:20]([C:23]4[O:27][N:26]=[C:25]([CH3:28])[N:24]=4)[CH:21]=[CH:22][C:17]=3[C:16]3[C:29]([CH3:32])=[N:30][O:31][C:15]=3[C@H:14]([CH2:33][C:34]([O:36][C:37]([CH3:40])([CH3:39])[CH3:38])=[O:35])[N:13]=2)=[CH:4][CH:3]=1, predict the reactants needed to synthesize it. The reactants are: [Cl:1][C:2]1[CH:7]=[CH:6][C:5](B(O)O)=[CH:4][CH:3]=1.Cl[C:12]1[C:18]2[CH:19]=[C:20]([C:23]3[O:27][N:26]=[C:25]([CH3:28])[N:24]=3)[CH:21]=[CH:22][C:17]=2[C:16]2[C:29]([CH3:32])=[N:30][O:31][C:15]=2[C@H:14]([CH2:33][C:34]([O:36][C:37]([CH3:40])([CH3:39])[CH3:38])=[O:35])[N:13]=1.C(=O)([O-])[O-].[Na+].[Na+].